From a dataset of Catalyst prediction with 721,799 reactions and 888 catalyst types from USPTO. Predict which catalyst facilitates the given reaction. (1) Reactant: [H-].C([Al+]CC(C)C)C(C)C.C1(C)C=CC=CC=1.[CH3:18][C:19]1[CH:40]=[CH:39][C:38]([CH3:41])=[CH:37][C:20]=1[O:21][CH2:22][C:23]1[CH:28]=[CH:27][CH:26]=[CH:25][C:24]=1[C:29](=[N:34][O:35][CH3:36])[C:30](OC)=[O:31].ClCCl. Product: [CH3:18][C:19]1[CH:40]=[CH:39][C:38]([CH3:41])=[CH:37][C:20]=1[O:21][CH2:22][C:23]1[CH:28]=[CH:27][CH:26]=[CH:25][C:24]=1[C:29](=[N:34][O:35][CH3:36])[CH:30]=[O:31]. The catalyst class is: 5. (2) Reactant: [SH:1][C@H:2]1[CH2:6][N:5]([S:7]([C:10]2[CH:19]=[CH:18][C:17]3[C:12](=[CH:13][CH:14]=[CH:15][CH:16]=3)[CH:11]=2)(=[O:9])=[O:8])[C@H:4]([C:20]([N:22]([CH2:31][C:32]([OH:34])=[O:33])[CH2:23][CH2:24][C:25]2[CH:30]=[CH:29][CH:28]=[CH:27][CH:26]=2)=[O:21])[CH2:3]1.[C:35](Cl)(=[O:37])[CH3:36]. Product: [C:35]([S:1][C@H:2]1[CH2:6][N:5]([S:7]([C:10]2[CH:19]=[CH:18][C:17]3[C:12](=[CH:13][CH:14]=[CH:15][CH:16]=3)[CH:11]=2)(=[O:9])=[O:8])[C@H:4]([C:20]([N:22]([CH2:31][C:32]([OH:34])=[O:33])[CH2:23][CH2:24][C:25]2[CH:30]=[CH:29][CH:28]=[CH:27][CH:26]=2)=[O:21])[CH2:3]1)(=[O:37])[CH3:36]. The catalyst class is: 17. (3) Reactant: [F:1][C:2]1[CH:3]=[CH:4][C:5]([NH2:8])=[N:6][CH:7]=1.[Cl:9][CH2:10][C:11](=O)[CH2:12]Cl. Product: [Cl:9][CH2:10][C:11]1[N:8]=[C:5]2[CH:4]=[CH:3][C:2]([F:1])=[CH:7][N:6]2[CH:12]=1. The catalyst class is: 14. (4) Reactant: [Br:1][C:2]1[CH:9]=[CH:8][CH:7]=[C:6](F)[C:3]=1[CH:4]=O.Cl.[F:12][C:13]1[CH:18]=[CH:17][CH:16]=[CH:15][C:14]=1[NH:19][NH2:20].C(=O)([O-])[O-].[Cs+].[Cs+].O. Product: [Br:1][C:2]1[CH:9]=[CH:8][CH:7]=[C:6]2[C:3]=1[CH:4]=[N:20][N:19]2[C:14]1[CH:15]=[CH:16][CH:17]=[CH:18][C:13]=1[F:12]. The catalyst class is: 60. (5) Reactant: Br[C:2]1[CH:13]=[CH:12][C:5]([O:6][CH2:7][CH2:8][N:9]([CH3:11])[CH3:10])=[C:4]([CH:14]2[O:19]CCCO2)[CH:3]=1.[Li]CCCC.[B:25](OC(C)C)([O:30]C(C)C)[O:26]C(C)C.Cl.C([O-])([O-])=O.[Na+].[Na+]. Product: [CH3:10][N:9]([CH3:11])[CH2:8][CH2:7][O:6][C:5]1[CH:12]=[CH:13][C:2]([B:25]([OH:30])[OH:26])=[CH:3][C:4]=1[CH:14]=[O:19]. The catalyst class is: 1. (6) Reactant: [F:1][C:2]1[CH:7]=[CH:6][CH:5]=[CH:4][C:3]=1[NH:8][N:9]=[CH:10][CH:11]=[C:12]1[C:17](=[O:18])[O:16]C(C)(C)[O:14][C:13]1=O.C[O-].[Na+].Cl. Product: [F:1][C:2]1[CH:7]=[CH:6][CH:5]=[CH:4][C:3]=1[N:8]1[C:13](=[O:14])[C:12]([C:17]([OH:16])=[O:18])=[CH:11][CH:10]=[N:9]1. The catalyst class is: 5. (7) Reactant: [CH2:1]([CH:6]1[CH2:11][CH2:10][C:9]([C:13]2[CH:18]=[CH:17][CH:16]=[C:15]([F:19])[C:14]=2[F:20])(O)[CH2:8][CH2:7]1)[CH2:2][CH2:3][CH2:4][CH3:5].C1(C)C=CC(S(O)(=O)=O)=CC=1.C1(C)C=CC=CC=1. Product: [CH2:1]([CH:6]1[CH2:11][CH2:10][C:9]([C:13]2[CH:18]=[CH:17][CH:16]=[C:15]([F:19])[C:14]=2[F:20])=[CH:8][CH2:7]1)[CH2:2][CH2:3][CH2:4][CH3:5]. The catalyst class is: 6.